From a dataset of Peptide-MHC class I binding affinity with 185,985 pairs from IEDB/IMGT. Regression. Given a peptide amino acid sequence and an MHC pseudo amino acid sequence, predict their binding affinity value. This is MHC class I binding data. The peptide sequence is IYDFYYLDY. The MHC is HLA-A25:01 with pseudo-sequence HLA-A25:01. The binding affinity (normalized) is 0.0847.